Dataset: Reaction yield outcomes from USPTO patents with 853,638 reactions. Task: Predict the reaction yield, written as a fraction of the theoretical maximum amount of product (1.0 means a 100% yield; for example, 0.34 means a 34% yield). (1) The reactants are Cl.Cl[CH2:3][C:4]1[N:5]=[C:6]([CH2:9][N:10]2[CH2:15][CH2:14][N:13]([CH3:16])[CH2:12][CH2:11]2)[S:7][CH:8]=1.[Cl:17][C:18]1[CH:19]=[C:20]([NH:25][C:26]2[C:35]3[C:30](=[CH:31][C:32]([OH:38])=[C:33]([O:36][CH3:37])[CH:34]=3)[N:29]=[CH:28][N:27]=2)[CH:21]=[CH:22][C:23]=1[Cl:24].C(=O)([O-])[O-].[K+].[K+]. The catalyst is CN(C=O)C. The product is [Cl:17][C:18]1[CH:19]=[C:20]([NH:25][C:26]2[C:35]3[C:30](=[CH:31][C:32]([O:38][CH2:3][C:4]4[N:5]=[C:6]([CH2:9][N:10]5[CH2:15][CH2:14][N:13]([CH3:16])[CH2:12][CH2:11]5)[S:7][CH:8]=4)=[C:33]([O:36][CH3:37])[CH:34]=3)[N:29]=[CH:28][N:27]=2)[CH:21]=[CH:22][C:23]=1[Cl:24]. The yield is 0.190. (2) The reactants are [OH:1][CH2:2][CH:3]([C:26]1[CH:27]=[C:28]([CH:31]=[CH:32][CH:33]=1)[C:29]#[N:30])[O:4][N:5]=[C:6]1[CH2:11][CH2:10][N:9]([S:12]([C:15]2[CH:20]=[CH:19][C:18]([O:21][C:22]([F:25])([F:24])[F:23])=[CH:17][CH:16]=2)(=[O:14])=[O:13])[CH2:8][CH2:7]1.I[CH3:35].[H-].[Na+]. The catalyst is O1CCCC1. The product is [CH3:35][O:1][CH2:2][CH:3]([C:26]1[CH:27]=[C:28]([CH:31]=[CH:32][CH:33]=1)[C:29]#[N:30])[O:4][N:5]=[C:6]1[CH2:11][CH2:10][N:9]([S:12]([C:15]2[CH:16]=[CH:17][C:18]([O:21][C:22]([F:23])([F:25])[F:24])=[CH:19][CH:20]=2)(=[O:14])=[O:13])[CH2:8][CH2:7]1. The yield is 0.960.